Dataset: Forward reaction prediction with 1.9M reactions from USPTO patents (1976-2016). Task: Predict the product of the given reaction. (1) The product is: [NH2:1][C:2]1[C:3](=[O:26])[NH:4][C:5]2[C:10]([N:11]=1)=[C:9]([O:12][C:13]1[CH:18]=[C:17]([N:35]3[CH2:34][CH2:33][N:32]([CH2:37][C:38]([F:40])([F:41])[F:39])[C@@H:31]([CH2:27][CH:28]([CH3:30])[CH3:29])[CH2:36]3)[N:16]=[C:15]([NH:20][C@@H:21]([CH3:25])[CH2:22][O:23][CH3:24])[N:14]=1)[CH:8]=[CH:7][CH:6]=2. Given the reactants [NH2:1][C:2]1[C:3](=[O:26])[NH:4][C:5]2[C:10]([N:11]=1)=[C:9]([O:12][C:13]1[CH:18]=[C:17](Cl)[N:16]=[C:15]([NH:20][C@@H:21]([CH3:25])[CH2:22][O:23][CH3:24])[N:14]=1)[CH:8]=[CH:7][CH:6]=2.[CH2:27]([C@H:31]1[CH2:36][NH:35][CH2:34][CH2:33][N:32]1[CH2:37][C:38]([F:41])([F:40])[F:39])[CH:28]([CH3:30])[CH3:29], predict the reaction product. (2) Given the reactants [OH-].[K+].C[O:4][C:5](=O)[CH:6]=[C:7]([C:9]1[CH:14]=[CH:13][C:12]([O:15][CH2:16][C:17]2[CH:22]=[CH:21][CH:20]=[C:19]([F:23])[CH:18]=2)=[CH:11][CH:10]=1)[CH3:8].C(Cl)(=O)C(Cl)=O.[CH3:31][NH2:32], predict the reaction product. The product is: [CH3:31][NH:32][C:5](=[O:4])[CH:6]=[C:7]([C:9]1[CH:14]=[CH:13][C:12]([O:15][CH2:16][C:17]2[CH:22]=[CH:21][CH:20]=[C:19]([F:23])[CH:18]=2)=[CH:11][CH:10]=1)[CH3:8]. (3) Given the reactants [OH:1][C:2]1[CH:3]=[C:4]([NH:10][S:11]([C:14]2[CH:19]=[CH:18][C:17]([I:20])=[CH:16][CH:15]=2)(=[O:13])=[O:12])[CH:5]=[CH:6][C:7]=1[O:8][CH3:9].C(=O)([O-])[O-].[K+].[K+].Cl.[CH3:28][N:29]([CH3:33])[CH2:30][CH2:31]Cl, predict the reaction product. The product is: [CH3:28][N:29]([CH3:33])[CH2:30][CH2:31][O:1][C:2]1[CH:3]=[C:4]([NH:10][S:11]([C:14]2[CH:19]=[CH:18][C:17]([I:20])=[CH:16][CH:15]=2)(=[O:13])=[O:12])[CH:5]=[CH:6][C:7]=1[O:8][CH3:9]. (4) Given the reactants C([O:4][CH2:5][C:6]1[C:10]2[N:11]=[CH:12][N:13]=[C:14]([Cl:15])[C:9]=2[S:8][CH:7]=1)(=O)C.[OH-].[Na+], predict the reaction product. The product is: [Cl:15][C:14]1[C:9]2[S:8][CH:7]=[C:6]([CH2:5][OH:4])[C:10]=2[N:11]=[CH:12][N:13]=1. (5) Given the reactants [OH-].[Na+].C[O:4][C:5]([C@@H:7]1[CH2:9][C@H:8]1[CH2:10][N:11]1[CH2:16][CH2:15][N:14]([C:17]2[C:18]3[CH:25]=[CH:24][C:23]([C:26]([F:29])([F:28])[F:27])=[CH:22][C:19]=3[S:20][CH:21]=2)[CH2:13][CH2:12]1)=[O:6], predict the reaction product. The product is: [F:28][C:26]([F:27])([F:29])[C:23]1[CH:24]=[CH:25][C:18]2[C:17]([N:14]3[CH2:15][CH2:16][N:11]([CH2:10][C@@H:8]4[CH2:9][C@H:7]4[C:5]([OH:6])=[O:4])[CH2:12][CH2:13]3)=[CH:21][S:20][C:19]=2[CH:22]=1.